This data is from Forward reaction prediction with 1.9M reactions from USPTO patents (1976-2016). The task is: Predict the product of the given reaction. (1) Given the reactants [Br-].[O:2]1[CH2:6][CH2:5][O:4][CH:3]1[CH2:7][CH2:8][Zn+].Br[C:11]1[S:15][C:14]([C:16]2[CH:21]=[CH:20][CH:19]=[CH:18][CH:17]=2)=[N:13][C:12]=1[C:22]([O:24][CH2:25][CH3:26])=[O:23].C([O-])(O)=O.[Na+], predict the reaction product. The product is: [O:2]1[CH2:6][CH2:5][O:4][CH:3]1[CH2:7][CH2:8][C:11]1[S:15][C:14]([C:16]2[CH:21]=[CH:20][CH:19]=[CH:18][CH:17]=2)=[N:13][C:12]=1[C:22]([O:24][CH2:25][CH3:26])=[O:23]. (2) The product is: [C:12]([O:11][C:9]([NH:24][C@@H:25]([CH2:30][C:31]1[CH:36]=[CH:35][CH:34]=[CH:33][CH:32]=1)[C:26](=[O:29])[CH2:27][Cl:28])=[O:10])([CH3:13])([CH3:14])[CH3:15]. Given the reactants [C:9](O[C:9]([O:11][C:12]([CH3:15])([CH3:14])[CH3:13])=[O:10])([O:11][C:12]([CH3:15])([CH3:14])[CH3:13])=[O:10].C(N(CC)CC)C.Cl.[NH2:24][C@@H:25]([CH2:30][C:31]1[CH:36]=[CH:35][CH:34]=[CH:33][CH:32]=1)[C:26](=[O:29])[CH2:27][Cl:28].[Cl-].[Na+], predict the reaction product. (3) Given the reactants I[C:2]1[C:3](=[O:21])[N:4]([CH3:20])[C:5](=[O:19])[N:6]([C:9]2[CH:14]=[CH:13][CH:12]=[C:11]([C:15]([F:18])([F:17])[F:16])[CH:10]=2)[C:7]=1[CH3:8].[S:22]1[CH:26]=[CH:25][CH:24]=[C:23]1B(O)O.C(=O)([O-])[O-].[Na+].[Na+].O, predict the reaction product. The product is: [CH3:20][N:4]1[C:3](=[O:21])[C:2]([C:24]2[CH:25]=[CH:26][S:22][CH:23]=2)=[C:7]([CH3:8])[N:6]([C:9]2[CH:14]=[CH:13][CH:12]=[C:11]([C:15]([F:18])([F:17])[F:16])[CH:10]=2)[C:5]1=[O:19].